Dataset: Forward reaction prediction with 1.9M reactions from USPTO patents (1976-2016). Task: Predict the product of the given reaction. Given the reactants [Cl:1][C:2]1[CH:3]=[C:4]([CH:6]=[C:7]([Cl:9])[CH:8]=1)[NH2:5].[C:10]([O:14]CC)(=[O:13])[CH:11]=O.[CH3:17][C:18]1[CH:25]=[C:24]([CH3:26])[CH:23]=[CH:22][C:19]=1[CH:20]=[CH2:21].FC(F)(F)C(O)=O.[OH-].[Na+], predict the reaction product. The product is: [Cl:1][C:2]1[CH:8]=[C:7]([Cl:9])[CH:6]=[C:4]2[C:3]=1[CH:20]([C:19]1[CH:22]=[CH:23][C:24]([CH3:26])=[CH:25][C:18]=1[CH3:17])[CH2:21][CH:11]([C:10]([OH:14])=[O:13])[NH:5]2.